Dataset: Forward reaction prediction with 1.9M reactions from USPTO patents (1976-2016). Task: Predict the product of the given reaction. (1) Given the reactants [S:1]1[C:8]2[CH:7]=[CH:6][NH:5][C:4]=2[CH:3]=[C:2]1[C:9]([O:11]C)=[O:10].[C:13]1(=O)[CH2:18][CH2:17][CH2:16][CH2:15][CH2:14]1.CO.C[O-].[Na+], predict the reaction product. The product is: [C:13]1([C:7]2[C:8]3[S:1][C:2]([C:9]([OH:11])=[O:10])=[CH:3][C:4]=3[NH:5][CH:6]=2)[CH2:18][CH2:17][CH2:16][CH2:15][CH:14]=1. (2) Given the reactants [Si]([O:8][CH2:9][C@@H:10]1[C@@H:14]([C:15]2[CH:20]=[CH:19][C:18]([CH2:21][O:22][Si](C(C)(C)C)(C)C)=[CH:17][CH:16]=2)[CH2:13][CH2:12][N:11]1[C:30]([O:32][C:33]([CH3:36])([CH3:35])[CH3:34])=[O:31])(C(C)(C)C)(C)C.CCCC[N+](CCCC)(CCCC)CCCC.[F-].CCOC(C)=O.C([O-])(O)=O.[Na+], predict the reaction product. The product is: [OH:8][CH2:9][C@@H:10]1[C@@H:14]([C:15]2[CH:20]=[CH:19][C:18]([CH2:21][OH:22])=[CH:17][CH:16]=2)[CH2:13][CH2:12][N:11]1[C:30]([O:32][C:33]([CH3:36])([CH3:35])[CH3:34])=[O:31]. (3) Given the reactants O1C2C=CC(C([C:13]([CH:15](Br)[C:16]3[CH:25]=[CH:24][C:19]4[O:20][CH2:21][CH2:22][O:23][C:18]=4[CH:17]=3)=O)Br)=CC=2OCC1.[NH2:27][C:28]([N:30]1[CH2:39][CH2:38][C:37]2[C:32](=[CH:33][CH:34]=[C:35]([C:40]([O:42]C)=O)[CH:36]=2)[CH2:31]1)=[S:29].Cl.[NH2:45][OH:46].[OH-].[K+], predict the reaction product. The product is: [O:20]1[C:19]2[CH:24]=[CH:25][C:16]([C:15]3[N:27]=[C:28]([N:30]4[CH2:39][CH2:38][C:37]5[C:32](=[CH:33][CH:34]=[C:35]([C:40]([NH:45][OH:46])=[O:42])[CH:36]=5)[CH2:31]4)[S:29][CH:13]=3)=[CH:17][C:18]=2[O:23][CH2:22][CH2:21]1.